This data is from Full USPTO retrosynthesis dataset with 1.9M reactions from patents (1976-2016). The task is: Predict the reactants needed to synthesize the given product. (1) Given the product [C:18]([C:2]1[CH:13]=[CH:12][C:5]([CH2:6][NH:7][S:8]([CH3:11])(=[O:10])=[O:9])=[C:4]([F:14])[CH:3]=1)#[N:20], predict the reactants needed to synthesize it. The reactants are: Br[C:2]1[CH:13]=[CH:12][C:5]([CH2:6][NH:7][S:8]([CH3:11])(=[O:10])=[O:9])=[C:4]([F:14])[CH:3]=1.N#N.C[C:18]([N:20](C)C)=O. (2) The reactants are: [N:1]([CH2:4][CH2:5][O:6][CH2:7][CH2:8][O:9][CH2:10][CH2:11][O:12][CH2:13][CH2:14][NH:15][C:16](=[O:22])[O:17][C:18]([CH3:21])([CH3:20])[CH3:19])=[N+:2]=[N-:3].[Cl:23][CH2:24][CH2:25][CH2:26][CH2:27][CH2:28][CH2:29][O:30][CH2:31][CH2:32][O:33][CH2:34][CH2:35][NH:36][C:37](=[O:55])[CH2:38][O:39][CH2:40][CH2:41][O:42][CH2:43][CH2:44][O:45][CH2:46][CH2:47][NH:48][C:49](=[O:54])[CH2:50][CH2:51][C:52]#[CH:53]. Given the product [Cl:23][CH2:24][CH2:25][CH2:26][CH2:27][CH2:28][CH2:29][O:30][CH2:31][CH2:32][O:33][CH2:34][CH2:35][NH:36][C:37](=[O:55])[CH2:38][O:39][CH2:40][CH2:41][O:42][CH2:43][CH2:44][O:45][CH2:46][CH2:47][NH:48][C:49](=[O:54])[CH2:50][CH2:51][C:52]1[N:3]=[N:2][N:1]([CH2:4][CH2:5][O:6][CH2:7][CH2:8][O:9][CH2:10][CH2:11][O:12][CH2:13][CH2:14][NH:15][C:16](=[O:22])[O:17][C:18]([CH3:19])([CH3:21])[CH3:20])[CH:53]=1, predict the reactants needed to synthesize it. (3) Given the product [NH2:18][C:10]1[O:11][C:12]([CH3:16])([CH3:17])[C:13]([F:14])([F:15])[C@:8]([C:6]2[CH:7]=[C:2]([NH:1][C:28]([C:25]3[N:26]=[N:27][C:22]([Cl:21])=[CH:23][CH:24]=3)=[O:29])[CH:3]=[CH:4][C:5]=2[F:20])([CH3:19])[N:9]=1, predict the reactants needed to synthesize it. The reactants are: [NH2:1][C:2]1[CH:3]=[CH:4][C:5]([F:20])=[C:6]([C@:8]2([CH3:19])[C:13]([F:15])([F:14])[C:12]([CH3:17])([CH3:16])[O:11][C:10]([NH2:18])=[N:9]2)[CH:7]=1.[Cl:21][C:22]1[N:27]=[N:26][C:25]([C:28](O)=[O:29])=[CH:24][CH:23]=1. (4) Given the product [Cl:20][C:12]1[CH:13]=[C:14]([CH:17]=[C:18]([F:19])[C:11]=1[N+:10]([O-:6])=[O:5])[C:15]#[N:16], predict the reactants needed to synthesize it. The reactants are: B1([O-])OO1.[OH2:5].[OH2:6].O.O.[Na+].[NH2:10][C:11]1[C:18]([F:19])=[CH:17][C:14]([C:15]#[N:16])=[CH:13][C:12]=1[Cl:20]. (5) Given the product [CH3:2][C:3]1[CH:8]=[CH:7][C:6]([CH3:9])=[CH:5][C:4]=1[N:10]1[C:4]([NH2:10])=[CH:3][C:8]([CH3:7])=[N:11]1, predict the reactants needed to synthesize it. The reactants are: Cl.[CH3:2][C:3]1[CH:8]=[CH:7][C:6]([CH3:9])=[CH:5][C:4]=1[NH:10][NH2:11].[OH-].[Na+].